From a dataset of Reaction yield outcomes from USPTO patents with 853,638 reactions. Predict the reaction yield, written as a fraction of the theoretical maximum amount of product (1.0 means a 100% yield; for example, 0.34 means a 34% yield). (1) The reactants are NC1C([N+]([O-])=O)=C(N2CCN(CC(NC3SC=CN=3)=O)CC2)C(Br)=CN=1.Cl[C:28]1[C:33]([Cl:34])=[CH:32][N:31]=[C:30]([NH2:35])[C:29]=1[N+:36]([O-:38])=[O:37].CCN(C(C)C)C(C)C.[N:48]1[CH:53]=[CH:52][C:51]([CH:54]([N:56]2[CH2:61][CH2:60][NH:59][CH2:58][CH2:57]2)[CH3:55])=[CH:50][CH:49]=1.Cl. The catalyst is CC(O)C. The product is [Cl:34][C:33]1[C:28]([N:59]2[CH2:60][CH2:61][N:56]([CH:54]([C:51]3[CH:50]=[CH:49][N:48]=[CH:53][CH:52]=3)[CH3:55])[CH2:57][CH2:58]2)=[C:29]([N+:36]([O-:38])=[O:37])[C:30]([NH2:35])=[N:31][CH:32]=1. The yield is 0.730. (2) The reactants are C([Li])CCC.CCCCCC.Br[C:13]1[CH:18]=[CH:17][C:16]([O:19][CH3:20])=[C:15]([O:21][CH3:22])[CH:14]=1.[CH2:23]([N:30]1[CH2:35][CH2:34][C:33](=[O:36])[CH2:32][CH2:31]1)[C:24]1[CH:29]=[CH:28][CH:27]=[CH:26][CH:25]=1. The catalyst is C1COCC1.O. The product is [CH2:23]([N:30]1[CH2:35][CH2:34][C:33]([C:13]2[CH:18]=[CH:17][C:16]([O:19][CH3:20])=[C:15]([O:21][CH3:22])[CH:14]=2)([OH:36])[CH2:32][CH2:31]1)[C:24]1[CH:25]=[CH:26][CH:27]=[CH:28][CH:29]=1. The yield is 0.710. (3) The reactants are C([O:3][CH:4](OCC)[C:5]1[CH:10]=[CH:9][C:8]([CH2:11][N:12]([CH3:14])[CH3:13])=[CH:7][CH:6]=1)C. The catalyst is Cl. The product is [CH3:14][N:12]([CH2:11][C:8]1[CH:7]=[CH:6][C:5]([CH:4]=[O:3])=[CH:10][CH:9]=1)[CH3:13]. The yield is 0.820. (4) The reactants are [CH2:1]([O:3][C:4](=[O:31])[CH:5]([NH:11][C:12]([C:14]1[CH:19]=[CH:18][C:17]([NH:20]C(OCC2C=CC=CC=2)=O)=[CH:16][N:15]=1)=[O:13])[C:6]([O:8][CH2:9][CH3:10])=[O:7])[CH3:2]. The catalyst is [Pd].O1CCOCC1. The product is [CH2:1]([O:3][C:4](=[O:31])[CH:5]([NH:11][C:12]([C:14]1[CH:19]=[CH:18][C:17]([NH2:20])=[CH:16][N:15]=1)=[O:13])[C:6]([O:8][CH2:9][CH3:10])=[O:7])[CH3:2]. The yield is 0.800.